Dataset: Forward reaction prediction with 1.9M reactions from USPTO patents (1976-2016). Task: Predict the product of the given reaction. (1) Given the reactants [N:1]1[N:5]2[CH:6]=[CH:7][CH:8]=[CH:9][C:4]2=[C:3]([CH2:10][OH:11])[CH:2]=1.[Cr](O[Cr]([O-])(=O)=O)([O-])(=O)=O.[NH+]1C=CC=CC=1.[NH+]1C=CC=CC=1, predict the reaction product. The product is: [N:1]1[N:5]2[CH:6]=[CH:7][CH:8]=[CH:9][C:4]2=[C:3]([CH:10]=[O:11])[CH:2]=1. (2) Given the reactants [F:1][C:2]1[CH:3]=[C:4]2[C:8](=[CH:9][CH:10]=1)[NH:7][C:6](=[O:11])[C:5]2=[CH:12][C:13]1[CH:14]=[C:15]([CH:27]=[CH:28][CH:29]=1)[C:16]([NH:18][CH2:19][CH2:20][CH2:21][CH2:22][CH2:23][C:24](O)=[O:25])=[O:17].Cl.C(N=C=NCCCN(C)C)C.OC1C2N=NNC=2C=CC=1.C(N(CC)CC)C.[F:59][C:60]1[CH:65]=[CH:64][C:63]([NH2:66])=[C:62]([NH2:67])[CH:61]=1, predict the reaction product. The product is: [F:1][C:2]1[CH:3]=[C:4]2[C:8](=[CH:9][CH:10]=1)[NH:7][C:6](=[O:11])[C:5]2=[CH:12][C:13]1[CH:14]=[C:15]([CH:27]=[CH:28][CH:29]=1)[C:16]([NH:18][CH2:19][CH2:20][CH2:21][CH2:22][CH2:23][C:24]([NH:66][C:63]1[CH:64]=[CH:65][C:60]([F:59])=[CH:61][C:62]=1[NH2:67])=[O:25])=[O:17]. (3) The product is: [CH3:24][O:23][C:18]1[CH:19]=[CH:20][CH:21]=[CH:22][C:17]=1[C:13]1[CH:14]=[CH:15][CH:16]=[C:11]([N:9]2[CH:10]=[C:6]([C:4]([C:28]3[N:27]([CH3:26])[CH:31]=[CH:30][N:29]=3)=[O:5])[N:7]=[CH:8]2)[CH:12]=1. Given the reactants CON(C)[C:4]([C:6]1[N:7]=[CH:8][N:9]([C:11]2[CH:12]=[C:13]([C:17]3[CH:22]=[CH:21][CH:20]=[CH:19][C:18]=3[O:23][CH3:24])[CH:14]=[CH:15][CH:16]=2)[CH:10]=1)=[O:5].[CH3:26][N:27]1[CH:31]=[CH:30][N:29]=[CH:28]1, predict the reaction product.